Regression. Given a peptide amino acid sequence and an MHC pseudo amino acid sequence, predict their binding affinity value. This is MHC class I binding data. From a dataset of Peptide-MHC class I binding affinity with 185,985 pairs from IEDB/IMGT. The peptide sequence is LPCVLWPVL. The MHC is HLA-A30:02 with pseudo-sequence HLA-A30:02. The binding affinity (normalized) is 0.